From a dataset of Catalyst prediction with 721,799 reactions and 888 catalyst types from USPTO. Predict which catalyst facilitates the given reaction. Reactant: [C:1]([O:5][C:6]([N:8]1[CH2:17][C:16]([CH3:19])([CH3:18])[C:15]2[C:10](=[C:11]([NH2:20])[CH:12]=[CH:13][CH:14]=2)[CH2:9]1)=[O:7])([CH3:4])([CH3:3])[CH3:2].CCN(C(C)C)C(C)C.[CH2:30]([O:32][C:33](=[O:36])[CH2:34]Br)[CH3:31]. Product: [C:1]([O:5][C:6]([N:8]1[CH2:17][C:16]([CH3:19])([CH3:18])[C:15]2[C:10](=[C:11]([NH:20][CH2:34][C:33]([O:32][CH2:30][CH3:31])=[O:36])[CH:12]=[CH:13][CH:14]=2)[CH2:9]1)=[O:7])([CH3:4])([CH3:2])[CH3:3]. The catalyst class is: 23.